Dataset: Peptide-MHC class II binding affinity with 134,281 pairs from IEDB. Task: Regression. Given a peptide amino acid sequence and an MHC pseudo amino acid sequence, predict their binding affinity value. This is MHC class II binding data. (1) The peptide sequence is KFDSKKPKEDPGPARVIYTY. The MHC is DRB1_1502 with pseudo-sequence QEFFIASGAAVDAIMWPRFDYFDIQAATYHVGFT. The binding affinity (normalized) is 0. (2) The peptide sequence is SISLALVNSMKTSFS. The MHC is DRB1_0101 with pseudo-sequence DRB1_0101. The binding affinity (normalized) is 0.762. (3) The peptide sequence is ATPPPPPPPQLGASP. The MHC is DRB1_1501 with pseudo-sequence DRB1_1501. The binding affinity (normalized) is 0. (4) The peptide sequence is EKKYFAATQFEPLAK. The MHC is HLA-DPA10201-DPB10501 with pseudo-sequence HLA-DPA10201-DPB10501. The binding affinity (normalized) is 0.777. (5) The peptide sequence is EPTAAPAEPEAPAPE. The MHC is DRB3_0101 with pseudo-sequence DRB3_0101. The binding affinity (normalized) is 0.